Dataset: Forward reaction prediction with 1.9M reactions from USPTO patents (1976-2016). Task: Predict the product of the given reaction. (1) Given the reactants [CH3:1][CH:2]([C:4]([OH:6])=[O:5])[Cl:3].[CH2:7]=[CH:8][CH2:9][CH2:10]O.S(=O)(=O)(O)O.C(=O)([O-])[O-].[Na+].[Na+], predict the reaction product. The product is: [CH3:1][CH:2]([C:4]([O:6][CH2:10][CH2:9][CH:8]=[CH2:7])=[O:5])[Cl:3]. (2) Given the reactants OC1C2C(=C(N)C=CC=2)N=C(C(O)=O)C=1.C[O:17][C:18]([C:20]1[CH:29]=[C:28]([OH:30])[C:27]2[C:22](=[C:23]([NH2:39])[CH:24]=[C:25]([CH2:31][CH2:32][C:33]3[CH:38]=[CH:37][CH:36]=[CH:35][CH:34]=3)[CH:26]=2)[N:21]=1)=[O:19], predict the reaction product. The product is: [C:33]1([CH2:32][CH2:31][C:25]2[CH:26]=[C:27]3[C:22](=[C:23]([NH2:39])[CH:24]=2)[N:21]=[C:20]([C:18]([OH:19])=[O:17])[CH:29]=[C:28]3[OH:30])[CH:34]=[CH:35][CH:36]=[CH:37][CH:38]=1. (3) Given the reactants Cl.[NH2:2][C:3]1([C:11]([O:13][CH3:14])=[O:12])[CH2:8][CH2:7][C:6]([F:10])([F:9])[CH2:5][CH2:4]1.C(N(CC)CC)C.[Cl:22][C:23]1[CH:28]=[CH:27][C:26]([C:29]2[CH:34]=[CH:33][C:32]([CH3:35])=[C:31]([CH2:36][C:37](O)=[O:38])[C:30]=2[CH3:40])=[CH:25][CH:24]=1.P(Cl)(Cl)(Cl)=O, predict the reaction product. The product is: [Cl:22][C:23]1[CH:24]=[CH:25][C:26]([C:29]2[CH:34]=[CH:33][C:32]([CH3:35])=[C:31]([CH2:36][C:37]([NH:2][C:3]3([C:11]([O:13][CH3:14])=[O:12])[CH2:8][CH2:7][C:6]([F:10])([F:9])[CH2:5][CH2:4]3)=[O:38])[C:30]=2[CH3:40])=[CH:27][CH:28]=1. (4) Given the reactants [CH2:1]([O:3][C:4](=[O:21])[NH:5][C:6]1[S:7][C:8]2[C:9]([N:20]=1)=[N:10][CH:11]=[C:12]([C:14]#[C:15][Si](C)(C)C)[N:13]=2)[CH3:2].CCCC[N+](CCCC)(CCCC)CCCC.[F-], predict the reaction product. The product is: [C:14]([C:12]1[N:13]=[C:8]2[S:7][C:6]([NH:5][C:4](=[O:21])[O:3][CH2:1][CH3:2])=[N:20][C:9]2=[N:10][CH:11]=1)#[CH:15]. (5) Given the reactants [N:1]([C@H:4]1[CH2:12][C:11]2[C:6](=[CH:7][CH:8]=[CH:9][CH:10]=2)[C@H:5]1[O:13][CH3:14])=[N+]=[N-].[H][H], predict the reaction product. The product is: [CH3:14][O:13][C@@H:5]1[C:6]2[C:11](=[CH:10][CH:9]=[CH:8][CH:7]=2)[CH2:12][C@@H:4]1[NH2:1]. (6) The product is: [CH:13]1([C:19]2[O:11][C:6]3[CH:5]=[C:4]([C:3]([OH:2])=[O:12])[CH:9]=[CH:8][C:7]=3[N:10]=2)[CH2:18][CH2:17][CH2:16][CH2:15][CH2:14]1. Given the reactants C[O:2][C:3](=[O:12])[C:4]1[CH:9]=[CH:8][C:7]([NH2:10])=[C:6]([OH:11])[CH:5]=1.[CH:13]1([CH:19]=O)[CH2:18][CH2:17][CH2:16][CH2:15][CH2:14]1.C([O-])(=O)C.[Pb+4].C([O-])(=O)C.C([O-])(=O)C.C([O-])(=O)C, predict the reaction product. (7) Given the reactants [F:1][C:2]1[CH:7]=[C:6]([CH3:8])[C:5](I)=[CH:4][C:3]=1[C@:10]1([CH3:21])[CH2:15][C@@H:14]([C:16]([F:19])([F:18])[F:17])[O:13][C:12]([NH2:20])=[N:11]1.[Cl:22][C:23]1[C:24]([C:31]#[C:32][Si](C)(C)C)=[N:25][CH:26]=[C:27]([CH:30]=1)[C:28]#[N:29], predict the reaction product. The product is: [NH2:20][C:12]1[O:13][C@H:14]([C:16]([F:19])([F:18])[F:17])[CH2:15][C@:10]([C:3]2[C:2]([F:1])=[CH:7][C:6]([CH3:8])=[C:5]([C:32]#[C:31][C:24]3[C:23]([Cl:22])=[CH:30][C:27]([C:28]#[N:29])=[CH:26][N:25]=3)[CH:4]=2)([CH3:21])[N:11]=1.